Dataset: Peptide-MHC class I binding affinity with 185,985 pairs from IEDB/IMGT. Task: Regression. Given a peptide amino acid sequence and an MHC pseudo amino acid sequence, predict their binding affinity value. This is MHC class I binding data. (1) The peptide sequence is NTFKFGVIY. The MHC is HLA-A03:01 with pseudo-sequence HLA-A03:01. The binding affinity (normalized) is 0.0847. (2) The MHC is HLA-A02:03 with pseudo-sequence HLA-A02:03. The binding affinity (normalized) is 0.597. The peptide sequence is WLGAAITLVV. (3) The MHC is HLA-B07:02 with pseudo-sequence HLA-B07:02. The binding affinity (normalized) is 0.0847. The peptide sequence is NASQHPQQV. (4) The peptide sequence is FLFLLYILFL. The binding affinity (normalized) is 0.524. The MHC is HLA-A02:02 with pseudo-sequence HLA-A02:02. (5) The peptide sequence is FMVSSIDEL. The MHC is H-2-Kb with pseudo-sequence H-2-Kb. The binding affinity (normalized) is 0.241. (6) The peptide sequence is AEQASQDVKNW. The MHC is HLA-B54:01 with pseudo-sequence HLA-B54:01. The binding affinity (normalized) is 0. (7) The peptide sequence is YMQQVSEGL. The MHC is HLA-A02:06 with pseudo-sequence HLA-A02:06. The binding affinity (normalized) is 1.00. (8) The peptide sequence is GGATICGKY. The MHC is HLA-B27:05 with pseudo-sequence HLA-B27:05. The binding affinity (normalized) is 0. (9) The peptide sequence is LTAHYCFLY. The MHC is BoLA-T2a with pseudo-sequence BoLA-T2a. The binding affinity (normalized) is 0.0641. (10) The peptide sequence is HTQGYFPDWQ. The MHC is HLA-B18:01 with pseudo-sequence HLA-B18:01. The binding affinity (normalized) is 0.0564.